The task is: Regression. Given a target protein amino acid sequence and a drug SMILES string, predict the binding affinity score between them. We predict pIC50 (pIC50 = -log10(IC50 in M); higher means more potent). Dataset: bindingdb_ic50.. This data is from Drug-target binding data from BindingDB using IC50 measurements. (1) The drug is NC[C@]1(CC(=O)O)CC2CCCCC21. The target protein sequence is MAAGCLLALTLTLFQSLLIGPSSQEPFPSAVTIKSWVDKMQEDLVTLAKTASGVNQLVDIYEKYQDLYTVEPNNARQLVEIAARDIEKLLSNRSKALVRLALEAEKVQAAHQWREDFASNEVVYYNAKDDLDPEKNDSEPGSQRIKPVFIDDANFGRQISYQHAAVHIPTDIYEGSTIVLNELNWTSALDEVFKKNREEDPSLLWQVFGSATGLARYYPASPWVDNSRTPNKIDLYDVRRRPWYIQGAASPKDMLILVDVSGSVSGLTLKLIRTSVSEMLETLSDDDFVNVASFNSNAQDVSCFQHLVQANVRNKKVLKDAVNNITAKGITDYKKGFSFAFEQLLNYNVSRANCNKIIMLFTDGGEERAQEIFAKYNKDKKVRVFTFSVGQHNYDRGPIQWMACENKGYYYEIPSIGAIRINTQEYLDVLGRPMVLAGDKAKQVQWTNVYLDALELGLVITGTLPVFNITGQNENKTNLKNQLILGVMGVDVSLEDIKRL.... The pIC50 is 6.2. (2) The small molecule is CCCCCc1cc(O)cc2c1Oc1cc(O)cc(C(=O)CCCC)c1C(=O)O2. The target protein (Q96Q89) has sequence MESNFNQEGVPRPSYVFSADPIARPSEINFDGIKLDLSHEFSLVAPNTEANSFESKDYLQVCLRIRPFTQSEKELESEGCVHILDSQTVVLKEPQCILGRLSEKSSGQMAQKFSFSKVFGPATTQKEFFQGCIMQPVKDLLKGQSRLIFTYGLTNSGKTYTFQGTEENIGILPRTLNVLFDSLQERLYTKMNLKPHRSREYLRLSSEQEKEEIASKSALLRQIKEVTVHNDSDDTLYGSLTNSLNISEFEESIKDYEQANLNMANSIKFSVWVSFFEIYNEYIYDLFVPVSSKFQKRKMLRLSQDVKGYSFIKDLQWIQVSDSKEAYRLLKLGIKHQSVAFTKLNNASSRSHSIFTVKILQIEDSEMSRVIRVSELSLCDLAGSERTMKTQNEGERLRETGNINTSLLTLGKCINVLKNSEKSKFQQHVPFRESKLTHYFQSFFNGKGKICMIVNISQCYLAYDETLNVLKFSAIAQKVCVPDTLNSSQEKLFGPVKSSQ.... The pIC50 is 5.1. (3) The small molecule is CC(=O)NCc1ccc(S(=O)(=O)NN)cc1. The target protein (P06721) has sequence MADKKLDTQLVNAGRSKKYTLGAVNSVIQRASSLVFDSVEAKKHATRNRANGELFYGRRGTLTHFSLQQAMCELEGGAGCVLFPCGAAAVANSILAFIEQGDHVLMTNTAYEPSQDFCSKILSKLGVTTSWFDPLIGADIVKHLQPNTKIVFLESPGSITMEVHDVPAIVAAVRSVVPDAIIMIDNTWAAGVLFKALDFGIDVSIQAATKYLVGHSDAMIGTAVCNARCWEQLRENAYLMGQMVDADTAYITSRGLRTLGVRLRQHHESSLKVAEWLAEHPQVARVNHPALPGSKGHEFWKRDFTGSSGLFSFVLKKKLNNEELANYLDNFSLFSMAYSWGGYESLILANQPEHIAAIRPQGEIDFSGTLIRLHIGLEDVDDLIADLDAGFARIV. The pIC50 is 4.5. (4) The drug is CC(=O)OCC=CCC(C=O)=C1O[C@@H]2CC(=O)N2C1C(=O)OCc1ccccc1. The target protein sequence is MFKTTLCALLITASCSTFAAPQQINDIVHRTITPLIEQQKIPGMAVAVIYQGKPYYFTWGYADIAKKQPVTQQTLFELGSVSKTFTGVLGGDAIARGEIKLSDPTTKYWPELTAKQWNGITLLHLATYTAGGLPLQVPDEVKSSSDLLRFYQNWQPAWAPGTQRLYANSSIGLFGALAVKPSGLSFEQAMQTRVFQPLKLNHTWINVPPAEEKNYAWGYREGKAVHVSPGALDAEAYGVKSTIEDMARWVQSNLKPLDINEKTLQQGIQLAQSRYWQTGDMYQGLGWEMLDWPVNPDSIINGSDNKIALAARPVKAITPPTPAVRASWVHKTGATGGFGSYVAFIPEKELGIVMLANKNYPNPARVDAAWQILNALQ. The pIC50 is 4.8. (5) The small molecule is COC(=O)c1ccccc1NC(=O)CN1CCC(N2C(=O)OCc3ccccc32)CC1. The target protein (Q63634) has sequence MEFKLEEHFNKTFVTENNTAAARNAAFPAWEDYRGSVDDLQYFLIGLYTFVSLLGFMGNLLILMAVMKKRNQKTTVNFLIGNLAFSDILVVLFCSPFTLTSVLLDQWMFGKAMCHIMPFLQCVSVLVSTLILISIAIVRYHMIKHPISNNLTANHGYFLIATVWTLGFAICSPLPVFHSLVELKETFGSALLSSKYLCVESWPSDSYRIAFTISLLLVQYILPLVCLTVSHTSVCRSISCGLSHKENRLEENEMINLTLQPSKKSRNQAKTPSTQKWSYSFIRKHRRRYSKKTACVLPAPAGPSQGKHLAVPENPASVRSQLSPSSKVIPGVPICFEVKPEESSDAHEMRVKRSITRIKKRSRSVFYRLTILILVFAVSWMPLHVFHVVTDFNDNLISNRHFKLVYCICHLLGMMSCCLNPILYGFLNNGIKADLRALIHCLHMS. The pIC50 is 6.0.